Task: Predict the reaction yield, written as a fraction of the theoretical maximum amount of product (1.0 means a 100% yield; for example, 0.34 means a 34% yield).. Dataset: Reaction yield outcomes from USPTO patents with 853,638 reactions The reactants are C([Mg]Cl)(C)C.C1COCC1.[CH3:11][C:12]1([CH3:24])[O:16][C@@H:15]([CH2:17][N:18]2[CH:22]=[C:21](I)[CH:20]=[N:19]2)[CH2:14][O:13]1.CO[B:27]1[O:31][C:30]([CH3:33])([CH3:32])[C:29]([CH3:35])([CH3:34])[O:28]1. No catalyst specified. The yield is 0.530. The product is [CH3:11][C:12]1([CH3:24])[O:16][C@@H:15]([CH2:17][N:18]2[CH:22]=[C:21]([B:27]3[O:31][C:30]([CH3:33])([CH3:32])[C:29]([CH3:35])([CH3:34])[O:28]3)[CH:20]=[N:19]2)[CH2:14][O:13]1.